Dataset: Reaction yield outcomes from USPTO patents with 853,638 reactions. Task: Predict the reaction yield, written as a fraction of the theoretical maximum amount of product (1.0 means a 100% yield; for example, 0.34 means a 34% yield). The reactants are [CH2:1]([OH:7])[CH2:2][CH2:3][CH2:4][CH2:5][OH:6].[Cl-].[OH-].[Na+].O1C[CH2:14][CH2:13][CH2:12]1. The catalyst is [Cl-].C([N+](CC)(CC)CC)C1C=CC=CC=1. The product is [CH2:14]([O:6][CH2:5][CH2:4][CH2:3][CH2:2][CH2:1][OH:7])[C:13]#[CH:12]. The yield is 0.350.